From a dataset of Reaction yield outcomes from USPTO patents with 853,638 reactions. Predict the reaction yield, written as a fraction of the theoretical maximum amount of product (1.0 means a 100% yield; for example, 0.34 means a 34% yield). (1) The reactants are [OH:1][CH:2]([C:10]1[CH:15]=[CH:14][N:13]=[CH:12][C:11]=1[N+:16]([O-:18])=[O:17])[CH2:3][C:4](=[O:9])[CH:5]=[C:6]([CH3:8])[CH3:7]. The catalyst is C(Cl)Cl. The product is [CH3:7][C:6]1([CH3:8])[CH2:5][C:4](=[O:9])[CH2:3][CH:2]([C:10]2[CH:15]=[CH:14][N:13]=[CH:12][C:11]=2[N+:16]([O-:18])=[O:17])[O:1]1. The yield is 0.650. (2) The product is [CH3:14][C:13]([S:15][CH3:16])([CH3:17])[C@@H:9]([NH:8][C:6](=[O:7])[O:5][C:1]([CH3:2])([CH3:3])[CH3:4])[C:10]([N:53]1[CH2:52][CH2:51][CH:50]([N:48]2[CH2:49][C:45]3=[CH:44][N:43]=[C:42]([CH3:41])[N:46]3[C:47]2=[O:56])[CH2:55][CH2:54]1)=[O:12]. The yield is 0.710. The catalyst is C(#N)C.C(N(CC)CC)C. The reactants are [C:1]([O:5][C:6]([NH:8][C@H:9]([C:13]([CH3:17])([S:15][CH3:16])[CH3:14])[C:10]([OH:12])=O)=[O:7])([CH3:4])([CH3:3])[CH3:2].C1C=CC2N(O)N=NC=2C=1.CCN=C=NCCCN(C)C.Cl.Cl.[CH3:41][C:42]1[N:46]2[C:47](=[O:56])[N:48]([CH:50]3[CH2:55][CH2:54][NH:53][CH2:52][CH2:51]3)[CH2:49][C:45]2=[CH:44][N:43]=1.C1CCN2C(=NCCC2)CC1. (3) The product is [CH3:32][N:31]([CH3:36])[CH2:2][CH2:3][CH2:4][N:5]1[C:9]2=[N:10][CH:11]=[CH:12][CH:13]=[C:8]2[C:7]([C:14]2[C:15](=[O:30])[NH:16][C:17](=[O:29])[C:18]=2[C:19]2[C:28]3[C:23](=[CH:24][CH:25]=[CH:26][CH:27]=3)[CH:22]=[CH:21][CH:20]=2)=[CH:6]1. The reactants are O[CH2:2][CH2:3][CH2:4][N:5]1[C:9]2=[N:10][CH:11]=[CH:12][CH:13]=[C:8]2[C:7]([C:14]2[C:15](=[O:30])[NH:16][C:17](=[O:29])[C:18]=2[C:19]2[C:28]3[C:23](=[CH:24][CH:25]=[CH:26][CH:27]=3)[CH:22]=[CH:21][CH:20]=2)=[CH:6]1.[N:31]1[CH:36]=CC=C[CH:32]=1.CS(OS(C)(=O)=O)(=O)=O.CNC. The catalyst is C1COCC1. The yield is 0.220.